Dataset: Forward reaction prediction with 1.9M reactions from USPTO patents (1976-2016). Task: Predict the product of the given reaction. (1) The product is: [CH2:1]([O:3][C:4]([C:6]1[CH:7]=[C:8]2[C:13](=[CH:14][CH:15]=1)[N:12]=[CH:11][C:10]([C:16]#[N:17])=[C:9]2[CH:19]1[CH2:21][CH2:20]1)=[O:5])[CH3:2]. Given the reactants [CH2:1]([O:3][C:4]([C:6]1[CH:7]=[C:8]2[C:13](=[CH:14][CH:15]=1)[N:12]=[CH:11][C:10]([C:16]#[N:17])=[C:9]2Cl)=[O:5])[CH3:2].[CH:19]1(B(O)O)[CH2:21][CH2:20]1.C(=O)([O-])[O-].[Na+].[Na+], predict the reaction product. (2) Given the reactants Br[C:2]1[CH:7]=[C:6]([CH3:8])[C:5]([C:9]2[C:10](=[O:16])[CH2:11][CH2:12][C:13]=2[O:14][CH3:15])=[C:4]([CH3:17])[CH:3]=1.[F-].[Cs+].[C:20]1(B(O)O)[CH:25]=[CH:24][CH:23]=[CH:22][CH:21]=1, predict the reaction product. The product is: [CH3:17][C:4]1[CH:3]=[C:2]([C:20]2[CH:25]=[CH:24][CH:23]=[CH:22][CH:21]=2)[CH:7]=[C:6]([CH3:8])[C:5]=1[C:9]1[C:10](=[O:16])[CH2:11][CH2:12][C:13]=1[O:14][CH3:15].